From a dataset of Catalyst prediction with 721,799 reactions and 888 catalyst types from USPTO. Predict which catalyst facilitates the given reaction. (1) Reactant: CS(C)=O.[CH3:5][C:6]([C@@H:11]1[CH2:16][CH2:15][O:14][C:13]([CH3:18])([CH3:17])[O:12]1)([CH:8]([OH:10])[CH3:9])[CH3:7].C(Cl)(=O)C(Cl)=O.C(N(CC)CC)C. Product: [CH3:7][C:6]([C@@H:11]1[CH2:16][CH2:15][O:14][C:13]([CH3:18])([CH3:17])[O:12]1)([C:8](=[O:10])[CH3:9])[CH3:5]. The catalyst class is: 34. (2) Reactant: BrC1[CH:3]=[C:4]([CH2:8][NH2:9])C=CC=1.[CH3:10][Li].[C:12]([Li])([CH3:15])([CH3:14])C.[B:17](OC)([O:20]C)[O:18]C.Cl. Product: [CH3:10][NH:9][C:8]1[CH:4]=[C:3]([B:17]([OH:20])[OH:18])[CH:15]=[CH:12][CH:14]=1. The catalyst class is: 7.